This data is from Catalyst prediction with 721,799 reactions and 888 catalyst types from USPTO. The task is: Predict which catalyst facilitates the given reaction. (1) Reactant: [NH:1]1[CH:5]=[CH:4][N:3]=[CH:2]1.C(=O)([O-])[O-].[K+].[K+].[Cl:12][C:13]1[CH:14]=[C:15]2[C:20](=[CH:21][CH:22]=1)[CH:19]=[C:18]([S:23]([CH2:26][CH2:27][C:28]([N:30]1[CH2:35][CH2:34][CH:33]([CH2:36][CH2:37]I)[CH2:32][CH2:31]1)=[O:29])(=[O:25])=[O:24])[CH:17]=[CH:16]2. Product: [Cl:12][C:13]1[CH:14]=[C:15]2[C:20](=[CH:21][CH:22]=1)[CH:19]=[C:18]([S:23]([CH2:26][CH2:27][C:28]([N:30]1[CH2:35][CH2:34][CH:33]([CH2:36][CH2:37][C:5]3[N:1]=[CH:2][NH:3][CH:4]=3)[CH2:32][CH2:31]1)=[O:29])(=[O:24])=[O:25])[CH:17]=[CH:16]2. The catalyst class is: 3. (2) Reactant: [I:1][C:2]1[CH:10]=[C:9]([I:11])[CH:8]=[C:7]2[C:3]=1[C:4]([CH2:17][CH2:18][C:19]([O:21]CC)=[O:20])=[C:5]([C:12]([O:14]CC)=[O:13])[NH:6]2.O.O.O.[OH-].[Li+]. Product: [C:19]([CH2:18][CH2:17][C:4]1[C:3]2[C:7](=[CH:8][C:9]([I:11])=[CH:10][C:2]=2[I:1])[NH:6][C:5]=1[C:12]([OH:14])=[O:13])([OH:21])=[O:20]. The catalyst class is: 30. (3) Reactant: [BH4-].[Na+].[C:3]([C:11]1[CH:16]=[CH:15][CH:14]=[CH:13][CH:12]=1)(=[O:10])[C:4]1[CH:9]=[CH:8][CH:7]=[CH:6][CH:5]=1. Product: [C:11]1([CH:3]([C:4]2[CH:5]=[CH:6][CH:7]=[CH:8][CH:9]=2)[OH:10])[CH:12]=[CH:13][CH:14]=[CH:15][CH:16]=1. The catalyst class is: 5.